From a dataset of Peptide-MHC class I binding affinity with 185,985 pairs from IEDB/IMGT. Regression. Given a peptide amino acid sequence and an MHC pseudo amino acid sequence, predict their binding affinity value. This is MHC class I binding data. (1) The peptide sequence is NIFLRFIPDK. The binding affinity (normalized) is 0.353. The MHC is HLA-A33:01 with pseudo-sequence HLA-A33:01. (2) The peptide sequence is DLERKVESL. The MHC is HLA-A68:02 with pseudo-sequence HLA-A68:02. The binding affinity (normalized) is 0. (3) The peptide sequence is PTSETMYLTM. The MHC is HLA-A68:02 with pseudo-sequence HLA-A68:02. The binding affinity (normalized) is 0.229. (4) The peptide sequence is TRKIRSEEL. The MHC is HLA-A11:01 with pseudo-sequence HLA-A11:01. The binding affinity (normalized) is 0.0847. (5) The peptide sequence is QVIEYLKPY. The MHC is HLA-B15:09 with pseudo-sequence HLA-B15:09. The binding affinity (normalized) is 0.0847. (6) The peptide sequence is AQIDNYNKF. The MHC is HLA-A03:01 with pseudo-sequence HLA-A03:01. The binding affinity (normalized) is 0. (7) The peptide sequence is WSIYLSLHY. The MHC is HLA-B15:01 with pseudo-sequence HLA-B15:01. The binding affinity (normalized) is 0.642.